Dataset: Reaction yield outcomes from USPTO patents with 853,638 reactions. Task: Predict the reaction yield, written as a fraction of the theoretical maximum amount of product (1.0 means a 100% yield; for example, 0.34 means a 34% yield). (1) The reactants are Cl.[NH2:2][CH2:3][C:4]([C:6]1[CH:11]=[CH:10][CH:9]=[CH:8][CH:7]=1)=[O:5].[CH3:12][S:13](Cl)(=[O:15])=[O:14]. The catalyst is CN(C=O)C. The product is [O:5]=[C:4]([C:6]1[CH:11]=[CH:10][CH:9]=[CH:8][CH:7]=1)[CH2:3][NH:2][S:13]([CH3:12])(=[O:15])=[O:14]. The yield is 0.980. (2) The reactants are [F:1][C:2]1[CH:18]=[C:17]([F:19])[CH:16]=[CH:15][C:3]=1[CH2:4][C:5]1[CH:6]=[C:7]([CH:12]=[CH:13][N:14]=1)[C:8]([O:10][CH3:11])=[O:9]. The catalyst is C(O)(=O)C.[Pt](=O)=O. The yield is 0.990. The product is [F:1][C:2]1[CH:18]=[C:17]([F:19])[CH:16]=[CH:15][C:3]=1[CH2:4][CH:5]1[CH2:6][CH:7]([C:8]([O:10][CH3:11])=[O:9])[CH2:12][CH2:13][NH:14]1.